The task is: Regression. Given two drug SMILES strings and cell line genomic features, predict the synergy score measuring deviation from expected non-interaction effect.. This data is from NCI-60 drug combinations with 297,098 pairs across 59 cell lines. (1) Drug 1: C1CN(CCN1C(=O)CCBr)C(=O)CCBr. Drug 2: COC1=C2C(=CC3=C1OC=C3)C=CC(=O)O2. Cell line: EKVX. Synergy scores: CSS=17.4, Synergy_ZIP=-6.63, Synergy_Bliss=-1.72, Synergy_Loewe=-2.10, Synergy_HSA=-0.139. (2) Drug 1: C1=CC(=C2C(=C1NCCNCCO)C(=O)C3=C(C=CC(=C3C2=O)O)O)NCCNCCO. Drug 2: C(CCl)NC(=O)N(CCCl)N=O. Cell line: PC-3. Synergy scores: CSS=13.7, Synergy_ZIP=-8.57, Synergy_Bliss=-5.80, Synergy_Loewe=-20.1, Synergy_HSA=-3.48. (3) Drug 1: CCC1=C2CN3C(=CC4=C(C3=O)COC(=O)C4(CC)O)C2=NC5=C1C=C(C=C5)O. Drug 2: CS(=O)(=O)CCNCC1=CC=C(O1)C2=CC3=C(C=C2)N=CN=C3NC4=CC(=C(C=C4)OCC5=CC(=CC=C5)F)Cl. Cell line: UACC62. Synergy scores: CSS=22.9, Synergy_ZIP=0.306, Synergy_Bliss=1.74, Synergy_Loewe=-23.9, Synergy_HSA=2.40. (4) Drug 1: C1=CN(C(=O)N=C1N)C2C(C(C(O2)CO)O)O.Cl. Drug 2: COCCOC1=C(C=C2C(=C1)C(=NC=N2)NC3=CC=CC(=C3)C#C)OCCOC.Cl. Cell line: 786-0. Synergy scores: CSS=13.0, Synergy_ZIP=-6.29, Synergy_Bliss=-2.28, Synergy_Loewe=-7.27, Synergy_HSA=-1.78. (5) Drug 1: CCC1(CC2CC(C3=C(CCN(C2)C1)C4=CC=CC=C4N3)(C5=C(C=C6C(=C5)C78CCN9C7C(C=CC9)(C(C(C8N6C=O)(C(=O)OC)O)OC(=O)C)CC)OC)C(=O)OC)O.OS(=O)(=O)O. Drug 2: C1=NC2=C(N=C(N=C2N1C3C(C(C(O3)CO)O)F)Cl)N. Cell line: NCI-H460. Synergy scores: CSS=-1.26, Synergy_ZIP=1.63, Synergy_Bliss=4.25, Synergy_Loewe=-0.827, Synergy_HSA=-0.986. (6) Drug 1: CCC1=CC2CC(C3=C(CN(C2)C1)C4=CC=CC=C4N3)(C5=C(C=C6C(=C5)C78CCN9C7C(C=CC9)(C(C(C8N6C)(C(=O)OC)O)OC(=O)C)CC)OC)C(=O)OC.C(C(C(=O)O)O)(C(=O)O)O. Drug 2: C1=CN(C=N1)CC(O)(P(=O)(O)O)P(=O)(O)O. Cell line: RXF 393. Synergy scores: CSS=14.7, Synergy_ZIP=-13.0, Synergy_Bliss=-15.1, Synergy_Loewe=-11.7, Synergy_HSA=-10.9. (7) Drug 1: CC(C)(C#N)C1=CC(=CC(=C1)CN2C=NC=N2)C(C)(C)C#N. Drug 2: CC1C(C(CC(O1)OC2CC(CC3=C2C(=C4C(=C3O)C(=O)C5=C(C4=O)C(=CC=C5)OC)O)(C(=O)CO)O)N)O.Cl. Cell line: OVCAR-4. Synergy scores: CSS=41.6, Synergy_ZIP=2.84, Synergy_Bliss=4.40, Synergy_Loewe=5.79, Synergy_HSA=5.68. (8) Drug 1: COC1=C(C=C2C(=C1)N=CN=C2NC3=CC(=C(C=C3)F)Cl)OCCCN4CCOCC4. Drug 2: C1CN1P(=S)(N2CC2)N3CC3. Cell line: HT29. Synergy scores: CSS=32.1, Synergy_ZIP=1.84, Synergy_Bliss=3.18, Synergy_Loewe=-0.00521, Synergy_HSA=3.73.